This data is from Full USPTO retrosynthesis dataset with 1.9M reactions from patents (1976-2016). The task is: Predict the reactants needed to synthesize the given product. (1) Given the product [CH2:25]1[O:26][C:27]2[CH:28]=[CH:29][C:21]([CH2:20][NH:30][C:2]3[N:11]=[C:10]([O:12][CH3:13])[C:9]4[C:4](=[C:5]([O:18][CH3:19])[C:6]([O:16][CH3:17])=[C:7]([O:14][CH3:15])[CH:8]=4)[N:3]=3)=[CH:22][C:23]=2[O:24]1, predict the reactants needed to synthesize it. The reactants are: Cl[C:2]1[N:11]=[C:10]([O:12][CH3:13])[C:9]2[C:4](=[C:5]([O:18][CH3:19])[C:6]([O:16][CH3:17])=[C:7]([O:14][CH3:15])[CH:8]=2)[N:3]=1.[CH2:20]([NH2:30])[C:21]1[CH:29]=[CH:28][C:27]2[O:26][CH2:25][O:24][C:23]=2[CH:22]=1.C(=O)([O-])[O-].[Na+].[Na+]. (2) Given the product [CH3:1][C:2]1([CH3:29])[C:11]2[C:6](=[CH:7][C:8]([CH3:26])=[C:9]([C:12]3[C:17]([CH3:18])=[CH:16][N:15]=[C:14](/[CH:19]=[CH:20]/[C:21]([OH:23])=[O:22])[CH:13]=3)[CH:10]=2)[C:5]([CH3:28])([CH3:27])[CH2:4][CH2:3]1, predict the reactants needed to synthesize it. The reactants are: [CH3:1][C:2]1([CH3:29])[C:11]2[C:6](=[CH:7][C:8]([CH3:26])=[C:9]([C:12]3[C:17]([CH3:18])=[CH:16][N:15]=[C:14](/[CH:19]=[CH:20]/[C:21]([O:23]CC)=[O:22])[CH:13]=3)[CH:10]=2)[C:5]([CH3:28])([CH3:27])[CH2:4][CH2:3]1.[OH-].[K+].Cl. (3) Given the product [CH2:3]([O:5][CH:6]([CH2:12][C:13]1[CH:18]=[CH:17][C:16]([O:19][CH2:20][CH2:21][CH:22]2[C:34]3[CH:33]=[CH:32][CH:31]=[CH:30][C:29]=3[C:28]3[C:23]2=[CH:24][CH:25]=[CH:26][CH:27]=3)=[CH:15][CH:14]=1)[C:7]([OH:9])=[O:8])[CH3:4], predict the reactants needed to synthesize it. The reactants are: [OH-].[Na+].[CH2:3]([O:5][CH:6]([CH2:12][C:13]1[CH:18]=[CH:17][C:16]([O:19][CH2:20][CH2:21][CH:22]2[C:34]3[CH:33]=[CH:32][CH:31]=[CH:30][C:29]=3[C:28]3[C:23]2=[CH:24][CH:25]=[CH:26][CH:27]=3)=[CH:15][CH:14]=1)[C:7]([O:9]CC)=[O:8])[CH3:4]. (4) Given the product [C:1]([O-:13])(=[O:12])[CH2:2][C:3]([CH2:8][C:9]([O-:11])=[O:10])([C:5]([O-:7])=[O:6])[OH:4].[Na+:18].[Na+:18].[Na+:18].[C:14](=[O:16])=[O:15], predict the reactants needed to synthesize it. The reactants are: [C:1]([OH:13])(=[O:12])[CH2:2][C:3]([CH2:8][C:9]([OH:11])=[O:10])([C:5]([OH:7])=[O:6])[OH:4].[C:14](=O)([OH:16])[O-:15].[Na+:18].[H][H]. (5) Given the product [NH:9]1[CH2:15][CH2:14][CH2:13][CH2:12][CH2:11][C@H:10]1[C:16]([OH:18])=[O:17], predict the reactants needed to synthesize it. The reactants are: C1([C@H]2[O:17][C:16](=[O:18])[C@@H:10]3[CH2:11][CH2:12][CH2:13][CH2:14][CH2:15][N:9]3[C@H]2C2C=CC=CC=2)C=CC=CC=1. (6) Given the product [CH3:38][C:35]1[N:34]=[C:33]([C:28]2[CH:29]=[CH:30][CH:31]=[CH:32][C:27]=2[CH2:26][N:18]2[CH2:17][CH2:16][CH2:15][C:14]3([CH2:21][CH2:22][N:11]([C:2]4[CH:3]=[N:4][C:5]5[C:10](=[CH:9][CH:8]=[CH:7][CH:6]=5)[N:1]=4)[CH2:12][CH2:13]3)[C:19]2=[O:20])[O:37][N:36]=1, predict the reactants needed to synthesize it. The reactants are: [N:1]1[C:10]2[C:5](=[CH:6][CH:7]=[CH:8][CH:9]=2)[N:4]=[CH:3][C:2]=1[N:11]1[CH2:22][CH2:21][C:14]2([C:19](=[O:20])[NH:18][CH2:17][CH2:16][CH2:15]2)[CH2:13][CH2:12]1.[H-].[Na+].Br[CH2:26][C:27]1[CH:32]=[CH:31][CH:30]=[CH:29][C:28]=1[C:33]1[O:37][N:36]=[C:35]([CH3:38])[N:34]=1.O. (7) Given the product [NH2:1][C:2]1[C:11]2[N:12]=[C:13]([CH3:29])[N:14]([CH2:15][CH2:16][CH2:17][CH2:18][N:19]([O:27][CH3:28])[C:20]([NH2:22])=[O:21])[C:10]=2[C:9]2[CH:8]=[CH:7][CH:6]=[CH:5][C:4]=2[N:3]=1, predict the reactants needed to synthesize it. The reactants are: [NH2:1][C:2]1[C:11]2[N:12]=[C:13]([CH3:29])[N:14]([CH2:15][CH2:16][CH2:17][CH2:18][N:19]([O:27][CH3:28])[C:20]([NH:22][Si](C)(C)C)=[O:21])[C:10]=2[C:9]2[CH:8]=[CH:7][CH:6]=[CH:5][C:4]=2[N:3]=1.Cl.